The task is: Predict the reactants needed to synthesize the given product.. This data is from Full USPTO retrosynthesis dataset with 1.9M reactions from patents (1976-2016). (1) Given the product [CH2:1]1[C:10]2[C:5](=[CH:6][CH:7]=[CH:8][CH:9]=2)[CH2:4][CH2:3][N:2]1[C:11]1[C:16]([CH:17]([CH2:22][CH2:23][CH3:24])[C:18]([OH:20])=[O:19])=[C:15]([CH3:25])[N:14]=[C:13]([C:26]2[CH:27]=[CH:28][CH:29]=[CH:30][CH:31]=2)[N:12]=1, predict the reactants needed to synthesize it. The reactants are: [CH2:1]1[C:10]2[C:5](=[CH:6][CH:7]=[CH:8][CH:9]=2)[CH2:4][CH2:3][N:2]1[C:11]1[C:16]([CH:17]([CH2:22][CH2:23][CH3:24])[C:18]([O:20]C)=[O:19])=[C:15]([CH3:25])[N:14]=[C:13]([C:26]2[CH:31]=[CH:30][CH:29]=[CH:28][CH:27]=2)[N:12]=1.[OH-].[Na+]. (2) Given the product [CH3:1][O:2][C:3]1[CH:20]=[CH:19][C:6]([O:7][C:8]2[CH:13]=[CH:12][C:11]([C:14]3[O:18][N:22]=[CH:16][CH:15]=3)=[CH:10][CH:9]=2)=[CH:5][CH:4]=1, predict the reactants needed to synthesize it. The reactants are: [CH3:1][O:2][C:3]1[CH:20]=[CH:19][C:6]([O:7][C:8]2[CH:13]=[CH:12][C:11]([C:14](=[O:18])[CH2:15][CH:16]=O)=[CH:10][CH:9]=2)=[CH:5][CH:4]=1.Cl.[NH2:22]O.C(O)(=O)C. (3) Given the product [NH2:21][N:22]1[C:3](=[O:2])[C:4]2[C:5](=[C:6]([O:12][CH3:13])[C:7]([Cl:11])=[CH:8][C:9]=2[Cl:10])[N:14]=[CH:15]1, predict the reactants needed to synthesize it. The reactants are: C[O:2][C:3](=O)[C:4]1[C:9]([Cl:10])=[CH:8][C:7]([Cl:11])=[C:6]([O:12][CH3:13])[C:5]=1[N:14]=[CH:15]OCC.O.[NH2:21][NH2:22].